Predict the product of the given reaction. From a dataset of Forward reaction prediction with 1.9M reactions from USPTO patents (1976-2016). (1) Given the reactants [C:1]([O:8][CH2:9][CH3:10])(=[O:7])[C:2]([O:4]CC)=O.[CH:11]1[CH:16]=[CH:15][C:14]([CH2:17][CH2:18][NH2:19])=[CH:13][CH:12]=1, predict the reaction product. The product is: [C:14]1([CH2:17][CH2:18][NH:19][C:2](=[O:4])[C:1]([O:8][CH2:9][CH3:10])=[O:7])[CH:15]=[CH:16][CH:11]=[CH:12][CH:13]=1. (2) Given the reactants [F:1][C:2]1([F:14])[O:6][C:5]2[CH:7]=[CH:8][C:9]([CH2:11][C:12]#[N:13])=[CH:10][C:4]=2[O:3]1.Br[CH2:16][CH2:17]Cl, predict the reaction product. The product is: [F:14][C:2]1([F:1])[O:6][C:5]2[CH:7]=[CH:8][C:9]([C:11]3([C:12]#[N:13])[CH2:17][CH2:16]3)=[CH:10][C:4]=2[O:3]1. (3) Given the reactants [O:1]=[C:2]1[CH:7]=[CH:6][C:5]([C:8]2[O:12][N:11]=[C:10]([C:13]3[CH:18]=[CH:17][C:16]([O:19][C:20]([F:23])([F:22])[F:21])=[CH:15][CH:14]=3)[N:9]=2)=[CH:4][N:3]1[CH2:24][C:25]1[CH:26]=[C:27]([CH:31]=[CH:32][CH:33]=1)[C:28](Cl)=[O:29].[NH:34]1[CH2:37][CH2:36][CH2:35]1, predict the reaction product. The product is: [N:34]1([C:28]([C:27]2[CH:26]=[C:25]([CH:33]=[CH:32][CH:31]=2)[CH2:24][N:3]2[CH:4]=[C:5]([C:8]3[O:12][N:11]=[C:10]([C:13]4[CH:18]=[CH:17][C:16]([O:19][C:20]([F:23])([F:22])[F:21])=[CH:15][CH:14]=4)[N:9]=3)[CH:6]=[CH:7][C:2]2=[O:1])=[O:29])[CH2:37][CH2:36][CH2:35]1. (4) Given the reactants [C:1]([N:8]1[CH2:11][C:10](=[O:12])[CH2:9]1)([O:3][C:4]([CH3:7])([CH3:6])[CH3:5])=[O:2].[CH3:13][C:14]([CH3:19])([CH3:18])[C:15]#[C:16]C.[C:20]1(C)C=CC=CC=1, predict the reaction product. The product is: [C:14]([C:15]1[CH2:16][N:8]([C:1]([O:3][C:4]([CH3:5])([CH3:6])[CH3:7])=[O:2])[CH2:11][C:10](=[O:12])[C:9]=1[CH3:20])([CH3:19])([CH3:18])[CH3:13]. (5) Given the reactants [CH3:1][C:2]([CH3:7])([CH3:6])[C:3]([NH2:5])=[O:4].C(Cl)(=O)[C:9](Cl)=[O:10].[NH2:14][C:15]1[N:20]=[CH:19][C:18]([O:21][C:22]2[CH:27]=[CH:26][N:25]=[C:24]([C:28]([NH:30][CH:31]3[CH2:36][CH2:35][N:34]([CH3:37])[CH2:33][CH2:32]3)=[O:29])[CH:23]=2)=[CH:17][CH:16]=1.CCN(C(C)C)C(C)C, predict the reaction product. The product is: [CH3:37][N:34]1[CH2:33][CH2:32][CH:31]([NH:30][C:28](=[O:29])[C:24]2[CH:23]=[C:22]([O:21][C:18]3[CH:19]=[N:20][C:15]([NH:14][C:9]([NH:5][C:3](=[O:4])[C:2]([CH3:7])([CH3:6])[CH3:1])=[O:10])=[CH:16][CH:17]=3)[CH:27]=[CH:26][N:25]=2)[CH2:36][CH2:35]1.